This data is from P-glycoprotein inhibition data for predicting drug efflux from Broccatelli et al.. The task is: Regression/Classification. Given a drug SMILES string, predict its absorption, distribution, metabolism, or excretion properties. Task type varies by dataset: regression for continuous measurements (e.g., permeability, clearance, half-life) or binary classification for categorical outcomes (e.g., BBB penetration, CYP inhibition). Dataset: pgp_broccatelli. (1) The drug is COc1cc(/C=C/C2=C(N3CCCC3)CN3CCN2CC3)cc(OC)c1OC. The result is 0 (non-inhibitor). (2) The drug is OCCNc1nc(N2CCCCC2)c2nc(NCCO)nc(N3CCCCC3)c2n1. The result is 0 (non-inhibitor). (3) The result is 1 (inhibitor). The compound is CCCCCCC[C@H]1OC(=O)C[C@@H](O)[C@H](Cc2ccccc2)N(C)C(=O)[C@H](C)OC(=O)[C@H]1C. (4) The compound is COc1cc(OC)c2c(=O)cc(-c3cc(OC)c(OC)c(OC)c3)oc2c1. The result is 1 (inhibitor). (5) The drug is CN(C)c1ccc(-c2nc(-c3ccc(/C=C/COc4ccccc4)cc3)[nH]c2-c2ccc(N(C)C)cc2)cc1. The result is 1 (inhibitor). (6) The molecule is O=C(Cn1ccnc1[N+](=O)[O-])NCCO. The result is 0 (non-inhibitor). (7) The molecule is COc1ccc2c(OC)c3ccoc3nc2c1OC. The result is 0 (non-inhibitor).